This data is from Catalyst prediction with 721,799 reactions and 888 catalyst types from USPTO. The task is: Predict which catalyst facilitates the given reaction. (1) Reactant: [C:1]1([C:7](=O)[C:8](=O)[CH2:9][C:10]2[CH:15]=[CH:14][CH:13]=[CH:12][CH:11]=2)[CH:6]=[CH:5][CH:4]=[CH:3][CH:2]=1.Cl.[NH2:19][CH:20](C(OCC)=O)[C:21]([O:23][CH2:24][CH3:25])=[O:22].CC(O)=O. Product: [CH2:24]([O:23][C:21]([C:20]1[NH:19][C:9]([C:10]2[CH:15]=[CH:14][CH:13]=[CH:12][CH:11]=2)=[CH:8][C:7]=1[C:1]1[CH:6]=[CH:5][CH:4]=[CH:3][CH:2]=1)=[O:22])[CH3:25]. The catalyst class is: 14. (2) Reactant: [F:1][C:2]1([F:11])[C:7](=[O:8])[O:6][C:4](=[O:5])[C:3]1([F:10])[F:9].[Cl:12][C:13]1[CH:32]=[CH:31][C:16]2[O:17][C:18]3[CH:30]=[CH:29][CH:28]=[CH:27][C:19]=3[C@@H:20]3[C@H:25]([NH2:26])[CH2:24][CH2:23][CH2:22][N:21]3[C:15]=2[CH:14]=1. Product: [Cl:12][C:13]1[CH:32]=[CH:31][C:16]2[O:17][C:18]3[CH:30]=[CH:29][CH:28]=[CH:27][C:19]=3[C@@H:20]3[C@H:25]([NH:26][C:7](=[O:8])[C:2]([F:11])([F:1])[C:3]([F:10])([F:9])[C:4]([OH:6])=[O:5])[CH2:24][CH2:23][CH2:22][N:21]3[C:15]=2[CH:14]=1. The catalyst class is: 12. (3) Reactant: [Cl:1][C:2]1[C:7]([O:8][C:9]2[CH:14]=[CH:13][CH:12]=[CH:11][C:10]=2[OH:15])=[CH:6][C:5]([NH:16][C:17](=[O:19])[CH3:18])=[C:4]([F:20])[CH:3]=1.C(=O)([O-])[O-].[K+].[K+].Br[CH2:28][C:29]([O:31][CH2:32][CH3:33])=[O:30].O. Product: [C:17]([NH:16][C:5]1[C:4]([F:20])=[CH:3][C:2]([Cl:1])=[C:7]([CH:6]=1)[O:8][C:9]1[CH:14]=[CH:13][CH:12]=[CH:11][C:10]=1[O:15][CH2:28][C:29]([O:31][CH2:32][CH3:33])=[O:30])(=[O:19])[CH3:18]. The catalyst class is: 9. (4) Reactant: [NH2:1][C@H:2]1[CH2:6][CH2:5][CH2:4][C@@H:3]1[NH:7][C:8](=[O:14])OC(C)(C)C.C(N(CC)CC)C.[Cl:22][C:23]1[CH:31]=[CH:30][CH:29]=[CH:28][C:24]=1C(Cl)=O.Cl.O1CCOCC1. Product: [ClH:22].[NH2:1][C@H:2]1[CH2:6][CH2:5][CH2:4][C@@H:3]1[NH:7][C:8](=[O:14])[C:24]1[CH:28]=[CH:29][CH:30]=[CH:31][C:23]=1[Cl:22]. The catalyst class is: 2. (5) Reactant: [Cl:1][C:2]1[CH:3]=[C:4]([CH:9]([O:19][CH2:20][CH2:21][NH:22][C:23]([O:25][CH3:26])=[O:24])[C:10]2[CH:11]=[C:12]([CH:16]=[CH:17][CH:18]=2)[C:13](O)=[O:14])[CH:5]=[C:6]([F:8])[CH:7]=1.[NH2:27][CH2:28][C@@H:29]([N:37]([CH3:45])[C:38](=[O:44])[O:39][C:40]([CH3:43])([CH3:42])[CH3:41])[CH2:30][C@H:31]1[CH2:36][CH2:35][CH2:34][O:33][CH2:32]1.CCN=C=NCCCN(C)C.C1C=CC2N(O)N=NC=2C=1.CCN(C(C)C)C(C)C. Product: [C:40]([O:39][C:38](=[O:44])[N:37]([CH:29]([CH2:30][CH:31]1[CH2:36][CH2:35][CH2:34][O:33][CH2:32]1)[CH2:28][NH:27][C:13](=[O:14])[C:12]1[CH:16]=[CH:17][CH:18]=[C:10]([CH:9]([C:4]2[CH:5]=[C:6]([F:8])[CH:7]=[C:2]([Cl:1])[CH:3]=2)[O:19][CH2:20][CH2:21][NH:22][C:23]([O:25][CH3:26])=[O:24])[CH:11]=1)[CH3:45])([CH3:42])([CH3:41])[CH3:43]. The catalyst class is: 3.